The task is: Predict which catalyst facilitates the given reaction.. This data is from Catalyst prediction with 721,799 reactions and 888 catalyst types from USPTO. (1) Reactant: [C:1]([O:5][C:6]([N:8]1[CH2:13][CH2:12][NH:11][CH2:10][CH2:9]1)=[O:7])([CH3:4])([CH3:3])[CH3:2].CCN(CC)CC.[CH:21]([N:24]1[C:28]([C:29]2[N:38]=[C:37]3[N:31]([CH2:32][CH2:33][O:34][C:35]4[CH:42]=[CH:41][C:40]([S:43](Cl)(=[O:45])=[O:44])=[CH:39][C:36]=43)[CH:30]=2)=[N:27][CH:26]=[N:25]1)([CH3:23])[CH3:22]. Product: [C:1]([O:5][C:6]([N:8]1[CH2:13][CH2:12][N:11]([S:43]([C:40]2[CH:41]=[CH:42][C:35]3[O:34][CH2:33][CH2:32][N:31]4[C:37](=[N:38][C:29]([C:28]5[N:24]([CH:21]([CH3:22])[CH3:23])[N:25]=[CH:26][N:27]=5)=[CH:30]4)[C:36]=3[CH:39]=2)(=[O:45])=[O:44])[CH2:10][CH2:9]1)=[O:7])([CH3:4])([CH3:2])[CH3:3]. The catalyst class is: 2. (2) Reactant: [CH2:1]([O:3][C:4]1[CH:5]=[C:6]([C:11](=O)[CH2:12][C:13]([O:15]CC)=O)[CH:7]=[CH:8][C:9]=1[F:10])[CH3:2].CC1C=CC(S(O)(=O)=O)=CC=1.[CH3:30][C:31]1[O:35][C:34]([C:36]2[CH:37]=[N:38][NH:39][C:40]=2[NH2:41])=[N:33][CH:32]=1. Product: [CH2:1]([O:3][C:4]1[CH:5]=[C:6]([C:11]2[NH:41][C:40]3[N:39]([N:38]=[CH:37][C:36]=3[C:34]3[O:35][C:31]([CH3:30])=[CH:32][N:33]=3)[C:13](=[O:15])[CH:12]=2)[CH:7]=[CH:8][C:9]=1[F:10])[CH3:2]. The catalyst class is: 114. (3) The catalyst class is: 1. Reactant: [C:1]([O:5][C:6]([N:8]1[CH2:13][CH2:12][NH:11][C:10](=[O:14])[CH2:9]1)=[O:7])([CH3:4])([CH3:3])[CH3:2].[H-].[Na+].[F:17][C:18]1[CH:25]=[CH:24][C:21]([CH2:22]Br)=[CH:20][CH:19]=1. Product: [C:1]([O:5][C:6]([N:8]1[CH2:13][CH2:12][N:11]([CH2:22][C:21]2[CH:24]=[CH:25][C:18]([F:17])=[CH:19][CH:20]=2)[C:10](=[O:14])[CH2:9]1)=[O:7])([CH3:4])([CH3:2])[CH3:3]. (4) Reactant: [CH2:1]([CH:6]1[CH2:11][CH2:10][CH:9]([CH:12]2[CH2:17][CH2:16][CH:15]([CH2:18][CH2:19][CH3:20])[CH2:14][CH2:13]2)[CH2:8][CH2:7]1)[CH2:2][CH2:3][CH:4]=[CH2:5].B1C2CCCC1CCC2.[OH:30]O.[OH-].[Na+]. Product: [CH2:18]([CH:15]1[CH2:16][CH2:17][CH:12]([CH:9]2[CH2:10][CH2:11][CH:6]([CH2:1][CH2:2][CH2:3][CH2:4][CH2:5][OH:30])[CH2:7][CH2:8]2)[CH2:13][CH2:14]1)[CH2:19][CH3:20]. The catalyst class is: 1. (5) Reactant: [CH3:1][O:2][C:3]1[CH:19]=[CH:18][C:6]([CH2:7][O:8][C:9]([C:11]2[CH:16]=[CH:15][C:14](=[O:17])[NH:13][CH:12]=2)=[O:10])=[CH:5][CH:4]=1.C([O-])([O-])=O.[K+].[K+].Br[CH2:27][CH2:28][OH:29]. Product: [CH3:1][O:2][C:3]1[CH:4]=[CH:5][C:6]([CH2:7][O:8][C:9]([C:11]2[CH:16]=[CH:15][C:14](=[O:17])[N:13]([CH2:27][CH2:28][OH:29])[CH:12]=2)=[O:10])=[CH:18][CH:19]=1. The catalyst class is: 3. (6) Reactant: [C:1]([CH2:3][C:4]1[C:5]([CH3:13])=[C:6]([C:8]([CH3:12])=[CH:9][C:10]=1[CH3:11])[NH2:7])#N.S(=O)(=O)(O)[OH:15].[C:19](=O)([O-])[O-:20].[Na+].[Na+]. Product: [NH2:7][C:6]1[C:5]([CH3:13])=[C:4]([CH2:3][C:1]([O:20][CH3:19])=[O:15])[C:10]([CH3:11])=[CH:9][C:8]=1[CH3:12]. The catalyst class is: 24. (7) Reactant: [C:1]12([CH2:11][O:12][C:13]3[C:21]([CH:22]4[CH2:24][CH2:23]4)=[CH:20][C:16]([C:17]([OH:19])=O)=[C:15]([F:25])[CH:14]=3)[CH2:10][CH:5]3[CH2:6][CH:7]([CH2:9][CH:3]([CH2:4]3)[CH2:2]1)[CH2:8]2.C(N=C=NCCCN(C)C)C.[C:37]([CH:39]1[CH2:42][N:41]([S:43]([NH2:46])(=[O:45])=[O:44])[CH2:40]1)#[N:38]. Product: [C:1]12([CH2:11][O:12][C:13]3[C:21]([CH:22]4[CH2:23][CH2:24]4)=[CH:20][C:16]([C:17]([NH:46][S:43]([N:41]4[CH2:42][CH:39]([C:37]#[N:38])[CH2:40]4)(=[O:45])=[O:44])=[O:19])=[C:15]([F:25])[CH:14]=3)[CH2:2][CH:3]3[CH2:9][CH:7]([CH2:6][CH:5]([CH2:4]3)[CH2:10]1)[CH2:8]2. The catalyst class is: 119.